This data is from Full USPTO retrosynthesis dataset with 1.9M reactions from patents (1976-2016). The task is: Predict the reactants needed to synthesize the given product. The reactants are: [C:1]([C:5]1[CH:10]=[CH:9][C:8]([NH:11][C:12]([C:14]2[CH:19]=[C:18](Cl)[N:17]=[N:16][C:15]=2[NH:21][CH2:22][C:23]2[CH:28]=[CH:27][C:26]([F:29])=[CH:25][CH:24]=2)=[O:13])=[CH:7][CH:6]=1)([CH3:4])([CH3:3])[CH3:2]. Given the product [C:1]([C:5]1[CH:6]=[CH:7][C:8]([NH:11][C:12]([C:14]2[CH:19]=[CH:18][N:17]=[N:16][C:15]=2[NH:21][CH2:22][C:23]2[CH:24]=[CH:25][C:26]([F:29])=[CH:27][CH:28]=2)=[O:13])=[CH:9][CH:10]=1)([CH3:4])([CH3:2])[CH3:3], predict the reactants needed to synthesize it.